This data is from Full USPTO retrosynthesis dataset with 1.9M reactions from patents (1976-2016). The task is: Predict the reactants needed to synthesize the given product. (1) Given the product [Br:1][C:2]1[CH:3]=[C:4]([C:24](=[N:26][OH:27])[NH2:25])[C:5]([C:15]2[CH:20]=[C:19]([F:21])[CH:18]=[CH:17][C:16]=2[O:22][CH3:23])=[C:6]([C:8]2[CH:13]=[CH:12][C:11]([OH:14])=[CH:10][CH:9]=2)[CH:7]=1, predict the reactants needed to synthesize it. The reactants are: [Br:1][C:2]1[CH:3]=[C:4]([C:24]#[N:25])[C:5]([C:15]2[CH:20]=[C:19]([F:21])[CH:18]=[CH:17][C:16]=2[O:22][CH3:23])=[C:6]([C:8]2[CH:13]=[CH:12][C:11]([OH:14])=[CH:10][CH:9]=2)[CH:7]=1.[NH2:26][OH:27]. (2) Given the product [Br:28][C:26]1[N:27]=[C:22]([NH:1][C:2]2[CH:3]=[CH:4][C:5]([N:8]3[CH2:13][CH2:12][N:11]([C:14]([O:16][C:17]([CH3:20])([CH3:19])[CH3:18])=[O:15])[CH2:10][CH2:9]3)=[N:6][CH:7]=2)[C:23](=[O:30])[N:24]([CH3:29])[CH:25]=1, predict the reactants needed to synthesize it. The reactants are: [NH2:1][C:2]1[CH:3]=[CH:4][C:5]([N:8]2[CH2:13][CH2:12][N:11]([C:14]([O:16][C:17]([CH3:20])([CH3:19])[CH3:18])=[O:15])[CH2:10][CH2:9]2)=[N:6][CH:7]=1.Br[C:22]1[C:23](=[O:30])[N:24]([CH3:29])[CH:25]=[C:26]([Br:28])[N:27]=1.C(N(C(C)C)C(C)C)C.